From a dataset of Reaction yield outcomes from USPTO patents with 853,638 reactions. Predict the reaction yield, written as a fraction of the theoretical maximum amount of product (1.0 means a 100% yield; for example, 0.34 means a 34% yield). (1) The reactants are Cl.[CH3:2][NH:3][O:4][CH3:5].C[Al](C)C.[CH3:10][C:11]1[C:12](=[O:31])[C:13]([C:27](OC)=[O:28])=[N:14][N:15]([C:17]2[CH:22]=[CH:21][CH:20]=[C:19]([C:23]([F:26])([F:25])[F:24])[CH:18]=2)[CH:16]=1. The catalyst is ClCCl. The product is [CH3:5][O:4][N:3]([CH3:2])[C:27]([C:13]1[C:12](=[O:31])[C:11]([CH3:10])=[CH:16][N:15]([C:17]2[CH:22]=[CH:21][CH:20]=[C:19]([C:23]([F:24])([F:26])[F:25])[CH:18]=2)[N:14]=1)=[O:28]. The yield is 0.980. (2) The reactants are [Mg].II.Br[CH:5]([CH2:7][CH2:8][CH3:9])[CH3:6].[CH2:10]([N:17]1[CH2:21][CH:20]([CH2:22]I)[CH2:19][C:18]1=[O:24])[C:11]1[CH:16]=[CH:15][CH:14]=[CH:13][CH:12]=1. The catalyst is C1COCC1. The product is [CH2:10]([N:17]1[CH2:21][CH:20]([CH2:22][CH:5]([CH3:6])[CH2:7][CH2:8][CH3:9])[CH2:19][C:18]1=[O:24])[C:11]1[CH:16]=[CH:15][CH:14]=[CH:13][CH:12]=1. The yield is 0.690. (3) The reactants are [Br:1][C:2]1[CH:3]=[CH:4][C:5]2[N:6]([C:8](I)=[CH:9][N:10]=2)[N:7]=1.C(N(CC)CC)C.[CH2:19]([OH:22])[C:20]#[CH:21]. The catalyst is CN(C=O)C.Cl[Pd](Cl)([P](C1C=CC=CC=1)(C1C=CC=CC=1)C1C=CC=CC=1)[P](C1C=CC=CC=1)(C1C=CC=CC=1)C1C=CC=CC=1.[Cu]I. The product is [Br:1][C:2]1[CH:3]=[CH:4][C:5]2[N:6]([C:8]([C:21]#[C:20][CH2:19][OH:22])=[CH:9][N:10]=2)[N:7]=1. The yield is 0.500.